From a dataset of Full USPTO retrosynthesis dataset with 1.9M reactions from patents (1976-2016). Predict the reactants needed to synthesize the given product. (1) Given the product [NH2:16][C@@H:17]([C@H:20]([C:24]1[CH:25]=[CH:26][C:27]([C:30]([F:31])([F:32])[F:33])=[CH:28][CH:29]=1)/[CH:21]=[CH:22]/[CH3:23])[CH2:18][NH:19][C:35]1[S:36][C:37]([C:46]2[CH:45]=[C:44]3[C:49](=[CH:48][CH:47]=2)[CH:40]=[N:41][CH:42]=[CH:43]3)=[CH:38][N:39]=1, predict the reactants needed to synthesize it. The reactants are: S(N1CC1)(C1C=CC([N+]([O-])=O)=CC=1)(=O)=O.[NH2:16][C@@H:17]([C@H:20]([C:24]1[CH:29]=[CH:28][C:27]([C:30]([F:33])([F:32])[F:31])=[CH:26][CH:25]=1)/[CH:21]=[CH:22]/[CH3:23])[CH2:18][NH2:19].Br[C:35]1[S:36][CH:37]=[CH:38][N:39]=1.[CH:40]1[C:49]2[C:44](=[CH:45][C:46](B(O)O)=[CH:47][CH:48]=2)[CH:43]=[CH:42][N:41]=1.N[C@@H]([C@H](C1C=CC(C(F)(F)F)=CC=1)/C=C/C)CO. (2) Given the product [C:11]([O:10][C:8]([N:1]1[CH2:4][CH:3]([C:5]([OH:7])=[O:6])[CH2:2]1)=[O:9])([CH3:14])([CH3:13])[CH3:12], predict the reactants needed to synthesize it. The reactants are: [NH:1]1[CH2:4][CH:3]([C:5]([OH:7])=[O:6])[CH2:2]1.[C:8](O[C:8]([O:10][C:11]([CH3:14])([CH3:13])[CH3:12])=[O:9])([O:10][C:11]([CH3:14])([CH3:13])[CH3:12])=[O:9]. (3) Given the product [I-:31].[CH2:1]([O:8][C:9]([NH:10][C:11]1[CH:16]=[CH:15][C:14]([C:17]2[CH:22]=[CH:21][N+:20]([CH3:30])=[CH:19][C:18]=2[O:23][CH3:24])=[CH:13][C:12]=1[O:25][CH:26]([CH3:27])[CH3:28])=[O:29])[C:2]1[CH:3]=[CH:4][CH:5]=[CH:6][CH:7]=1, predict the reactants needed to synthesize it. The reactants are: [CH2:1]([O:8][C:9](=[O:29])[NH:10][C:11]1[CH:16]=[CH:15][C:14]([C:17]2[CH:22]=[CH:21][N:20]=[CH:19][C:18]=2[O:23][CH3:24])=[CH:13][C:12]=1[O:25][CH:26]([CH3:28])[CH3:27])[C:2]1[CH:7]=[CH:6][CH:5]=[CH:4][CH:3]=1.[CH3:30][I:31]. (4) The reactants are: [CH3:1][C:2]1[N:3]=[C:4]([C:10]2[CH:15]=[CH:14][C:13]([C:16]([F:19])([F:18])[F:17])=[CH:12][CH:11]=2)[S:5][C:6]=1[CH:7]([OH:9])[CH3:8].[Cl:20][C:21]1[CH:28]=[C:27](O)[CH:26]=[CH:25][C:22]=1[C:23]#[N:24].C1(P(C2C=CC=CC=2)C2C=CC=CC=2)C=CC=CC=1.CCOC(/N=N/C(OCC)=O)=O. Given the product [Cl:20][C:21]1[CH:28]=[C:27]([O:9][CH:7]([C:6]2[S:5][C:4]([C:10]3[CH:15]=[CH:14][C:13]([C:16]([F:19])([F:18])[F:17])=[CH:12][CH:11]=3)=[N:3][C:2]=2[CH3:1])[CH3:8])[CH:26]=[CH:25][C:22]=1[C:23]#[N:24], predict the reactants needed to synthesize it. (5) The reactants are: Br[C:2]1[N:10]2[C:5]([CH:6]=[N:7][C:8]([NH:11][C:12]3[CH:17]=[CH:16][C:15]([N:18]4[CH2:23][CH2:22][N:21]([CH3:24])[CH2:20][CH2:19]4)=[CH:14][C:13]=3[O:25][CH3:26])=[N:9]2)=[CH:4][CH:3]=1.[CH3:27][O:28][C:29]1C=[C:33]([N:35]2CCN(C)CC2)[CH:32]=[CH:31][C:30]=1N.BrC1N2C(C=NC(S(C)=O)=N2)=CC=1.CN1CCCC1=O. Given the product [CH3:26][O:25][C:13]1[CH:14]=[C:15]([N:18]2[CH2:23][CH2:22][N:21]([CH3:24])[CH2:20][CH2:19]2)[CH:16]=[CH:17][C:12]=1[NH:11][C:8]1[N:7]=[CH:6][C:5]2=[CH:4][CH:3]=[C:2]([C:32]3[CH:33]=[N:35][C:29]([O:28][CH3:27])=[CH:30][CH:31]=3)[N:10]2[N:9]=1, predict the reactants needed to synthesize it. (6) The reactants are: [CH:1]1([C:4]2[C:11]([C:12]3[CH:17]=[C:16]([OH:18])[N:15]=[N:14][CH:13]=3)=[CH:10][C:7]([C:8]#[N:9])=[C:6]([N:19]3[CH2:24][CH2:23][N:22]([C:25](=[O:30])[CH2:26][CH2:27][O:28][CH3:29])[C@H:21]([CH:31]4[CH2:33][CH2:32]4)[CH2:20]3)[N:5]=2)[CH2:3][CH2:2]1.[O:34](S(C(F)(F)F)(=O)=O)[S:35]([C:38]([F:41])([F:40])[F:39])(=O)=[O:36]. Given the product [F:39][C:38]([F:41])([F:40])[S:35]([O:18][C:16]1[N:15]=[N:14][CH:13]=[C:12]([C:11]2[C:4]([CH:1]3[CH2:2][CH2:3]3)=[N:5][C:6]([N:19]3[CH2:24][CH2:23][N:22]([C:25](=[O:30])[CH2:26][CH2:27][O:28][CH3:29])[C@H:21]([CH:31]4[CH2:32][CH2:33]4)[CH2:20]3)=[C:7]([C:8]#[N:9])[CH:10]=2)[CH:17]=1)(=[O:36])=[O:34], predict the reactants needed to synthesize it. (7) The reactants are: [CH2:1]([N:8]1[C:16]2[C:11](=[CH:12][C:13](Br)=[CH:14][CH:15]=2)[C:10]([C:18](=[O:22])[C:19](O)=[O:20])=[C:9]1[CH2:23][OH:24])[C:2]1[CH:7]=[CH:6][CH:5]=[CH:4][CH:3]=1.[K].[C:26]1([CH3:35])[CH:31]=[CH:30][CH:29]=[C:28](B(O)O)[CH:27]=1. Given the product [CH2:1]([N:8]1[C:16]2[C:11](=[CH:12][C:13]([C:28]3[CH:29]=[CH:30][CH:31]=[C:26]([CH3:35])[CH:27]=3)=[CH:14][CH:15]=2)[C:10]2[C:18](=[O:22])[C:19](=[O:20])[O:24][CH2:23][C:9]1=2)[C:2]1[CH:3]=[CH:4][CH:5]=[CH:6][CH:7]=1, predict the reactants needed to synthesize it.